From a dataset of Full USPTO retrosynthesis dataset with 1.9M reactions from patents (1976-2016). Predict the reactants needed to synthesize the given product. Given the product [Br:1][C:2]1[CH:7]=[CH:6][CH:5]=[CH:4][C:3]=1[C:33]1[CH:34]=[C:35]([C:38]([F:41])([F:40])[F:39])[CH:36]=[CH:37][C:32]=1[O:31][CH2:30][C:27]1[CH:28]=[CH:29][C:24]([F:23])=[CH:25][CH:26]=1, predict the reactants needed to synthesize it. The reactants are: [Br:1][C:2]1[CH:7]=[CH:6][CH:5]=[CH:4][C:3]=1C1C=C(Cl)C=CC=1OCC1C=CC=CC=1.[F:23][C:24]1[CH:29]=[CH:28][C:27]([CH2:30][O:31][C:32]2[CH:37]=[CH:36][C:35]([C:38]([F:41])([F:40])[F:39])=[CH:34][C:33]=2I)=[CH:26][CH:25]=1.